This data is from Full USPTO retrosynthesis dataset with 1.9M reactions from patents (1976-2016). The task is: Predict the reactants needed to synthesize the given product. (1) Given the product [CH3:13][O:14][N:15]=[C:8]([C:4]1[CH:3]=[C:2]([OH:1])[CH:7]=[CH:6][CH:5]=1)[CH2:9][CH3:10], predict the reactants needed to synthesize it. The reactants are: [OH:1][C:2]1[CH:3]=[C:4]([C:8](=O)[CH2:9][CH3:10])[CH:5]=[CH:6][CH:7]=1.Cl.[CH3:13][O:14][NH2:15].Cl.C(=O)([O-])O.[Na+]. (2) The reactants are: [NH2:1][C:2]1[C:9](I)=[CH:8][C:5]([C:6]#[N:7])=[C:4]([C:11]([F:14])([F:13])[F:12])[CH:3]=1.[C:15]([O-])([O-])=[O:16].[Cs+].[Cs+].N1C2C(=CC=C3C=2N=CC=C3)C=CC=1. Given the product [NH2:1][C:2]1[C:9]([O:16][CH3:15])=[CH:8][C:5]([C:6]#[N:7])=[C:4]([C:11]([F:14])([F:13])[F:12])[CH:3]=1, predict the reactants needed to synthesize it. (3) Given the product [CH3:24][C:9]1([CH3:25])[CH2:8][C:7]2[C:12](=[CH:13][CH:14]=[C:5]([C:3]([O:2][CH3:1])=[O:4])[CH:6]=2)[NH:11][CH:10]1[C:15]1[CH:23]=[CH:22][CH:21]=[C:17]([C:18](=[O:19])[NH:60][CH:58]2[CH2:59][N:56]([CH3:55])[CH2:57]2)[CH:16]=1, predict the reactants needed to synthesize it. The reactants are: [CH3:1][O:2][C:3]([C:5]1[CH:6]=[C:7]2[C:12](=[CH:13][CH:14]=1)[NH:11][CH:10]([C:15]1[CH:16]=[C:17]([CH:21]=[CH:22][CH:23]=1)[C:18](O)=[O:19])[C:9]([CH3:25])([CH3:24])[CH2:8]2)=[O:4].ON1C2C=CC=CC=2N=N1.CN(C)CCCN=C=NCC.Cl.CN1CCOCC1.[CH3:55][N:56]1[CH2:59][CH:58]([NH2:60])[CH2:57]1.